From a dataset of Peptide-MHC class I binding affinity with 185,985 pairs from IEDB/IMGT. Regression. Given a peptide amino acid sequence and an MHC pseudo amino acid sequence, predict their binding affinity value. This is MHC class I binding data. The peptide sequence is WMMWYWGPSL. The MHC is HLA-A02:03 with pseudo-sequence HLA-A02:03. The binding affinity (normalized) is 0.610.